This data is from Catalyst prediction with 721,799 reactions and 888 catalyst types from USPTO. The task is: Predict which catalyst facilitates the given reaction. (1) Product: [C:36]([O:37][C:29]1[C:27](=[O:28])[N:2]([CH3:3])[C:4]([CH:5]2[CH2:13][C:12]3[C:7](=[CH:8][CH:9]=[CH:10][CH:11]=3)[N:6]2[C:14]([O:16][CH2:17][C:18]2[CH:23]=[CH:22][CH:21]=[CH:20][CH:19]=2)=[O:15])=[N:24][C:30]=1[C:31]([O:33][CH3:34])=[O:32])(=[O:35])[C:38]1[CH:43]=[CH:42][CH:41]=[CH:40][CH:39]=1. Reactant: O[N:2]([C:4](=[NH:24])[CH:5]1[CH2:13][C:12]2[C:7](=[CH:8][CH:9]=[CH:10][CH:11]=2)[N:6]1[C:14]([O:16][CH2:17][C:18]1[CH:23]=[CH:22][CH:21]=[CH:20][CH:19]=1)=[O:15])[CH3:3].CO[C:27]([C:29]#[C:30][C:31]([O:33][CH3:34])=[O:32])=[O:28].[O:35](C(C1C=CC=CC=1)=O)[C:36]([C:38]1[CH:43]=[CH:42][CH:41]=[CH:40][CH:39]=1)=[O:37]. The catalyst class is: 22. (2) Reactant: C[O:2][C:3](=O)[C:4]1[CH:9]=[CH:8][C:7]([NH:10][S:11]([C:14]2[CH:19]=[CH:18][C:17]([C:20]([CH3:23])([CH3:22])[CH3:21])=[CH:16][CH:15]=2)(=[O:13])=[O:12])=[C:6]([C:24]2[N:28]([CH3:29])[C:27]([CH2:30][CH3:31])=[N:26][N:25]=2)[CH:5]=1.[NH3:33]. Product: [C:20]([C:17]1[CH:16]=[CH:15][C:14]([S:11]([NH:10][C:7]2[CH:8]=[CH:9][C:4]([C:3]([NH2:33])=[O:2])=[CH:5][C:6]=2[C:24]2[N:28]([CH3:29])[C:27]([CH2:30][CH3:31])=[N:26][N:25]=2)(=[O:13])=[O:12])=[CH:19][CH:18]=1)([CH3:22])([CH3:23])[CH3:21]. The catalyst class is: 6. (3) Reactant: [CH2:1]([O:5][C:6]1[CH:7]=[CH:8][C:9]([CH2:12]Cl)=[N:10][CH:11]=1)[CH2:2][CH2:3][CH3:4].[C-:14]#[N:15].[Na+].C(O)C. Product: [CH2:1]([O:5][C:6]1[CH:7]=[CH:8][C:9]([CH2:12][C:14]#[N:15])=[N:10][CH:11]=1)[CH2:2][CH2:3][CH3:4]. The catalyst class is: 69. (4) Reactant: C(OC(=O)[NH:10][CH2:11][C@H:12]1[CH2:17][CH2:16][C@@H:15]([NH:18][C:19]2[N:28]=[C:27]([N:29]([CH3:31])[CH3:30])[C:26]3[C:21](=[CH:22][CH:23]=[CH:24][CH:25]=3)[N:20]=2)[CH2:14][CH2:13]1)C1C=CC=CC=1. Product: [NH2:10][CH2:11][C@@H:12]1[CH2:13][CH2:14][C@H:15]([NH:18][C:19]2[N:28]=[C:27]([N:29]([CH3:31])[CH3:30])[C:26]3[C:21](=[CH:22][CH:23]=[CH:24][CH:25]=3)[N:20]=2)[CH2:16][CH2:17]1. The catalyst class is: 29.